Dataset: Full USPTO retrosynthesis dataset with 1.9M reactions from patents (1976-2016). Task: Predict the reactants needed to synthesize the given product. Given the product [CH2:32]([O:34][C:35]([C:36]1[O:28][N:27]=[C:25]([C:24]2[CH:29]=[CH:30][CH:31]=[C:22]([C:6]3[N:5]([C:1]([CH3:4])([CH3:2])[CH3:3])[C:9]4[CH:10]=[CH:11][C:12]([C:14]5[CH:15]=[N:16][CH:17]=[C:18]([O:20][CH3:21])[CH:19]=5)=[CH:13][C:8]=4[N:7]=3)[CH:23]=2)[N:26]=1)=[O:39])[CH3:33], predict the reactants needed to synthesize it. The reactants are: [C:1]([N:5]1[C:9]2[CH:10]=[CH:11][C:12]([C:14]3[CH:15]=[N:16][CH:17]=[C:18]([O:20][CH3:21])[CH:19]=3)=[CH:13][C:8]=2[N:7]=[C:6]1[C:22]1[CH:23]=[C:24]([CH:29]=[CH:30][CH:31]=1)[C:25]([NH:27][OH:28])=[NH:26])([CH3:4])([CH3:3])[CH3:2].[CH2:32]([O:34][C:35](=[O:39])[C:36](Cl)=O)[CH3:33].C(N(C(C)C)CC)(C)C.